Dataset: Full USPTO retrosynthesis dataset with 1.9M reactions from patents (1976-2016). Task: Predict the reactants needed to synthesize the given product. (1) The reactants are: [Br-].[CH2:2]([N+:9]1[CH:14]=[CH:13][C:12]([CH3:15])=[C:11]([Br:16])[CH:10]=1)[C:3]1[CH:8]=[CH:7][CH:6]=[CH:5][CH:4]=1.[CH3:17][NH2:18]. Given the product [Br-:16].[CH2:2]([N+:9]1[CH:14]=[CH:13][C:12]([CH3:15])=[C:11]([NH:18][CH3:17])[CH:10]=1)[C:3]1[CH:8]=[CH:7][CH:6]=[CH:5][CH:4]=1, predict the reactants needed to synthesize it. (2) Given the product [Cl:1][C:2]1[CH:3]=[C:4]([N:5]([CH3:6])[CH:13]([C:15]2[CH:16]=[C:17]([C:32]([N:34]([CH3:36])[CH3:35])=[O:33])[CH:18]=[C:19]3[C:24]=2[O:23][C:22]([N:25]2[CH2:30][CH2:29][O:28][CH2:27][CH2:26]2)=[CH:21][C:20]3=[O:31])[CH3:14])[CH:7]=[C:8]([F:10])[CH:9]=1, predict the reactants needed to synthesize it. The reactants are: [Cl:1][C:2]1[CH:3]=[C:4]([CH:7]=[C:8]([F:10])[CH:9]=1)[NH:5][CH3:6].Br.Br[CH:13]([C:15]1[CH:16]=[C:17]([C:32]([N:34]([CH3:36])[CH3:35])=[O:33])[CH:18]=[C:19]2[C:24]=1[O:23][C:22]([N:25]1[CH2:30][CH2:29][O:28][CH2:27][CH2:26]1)=[CH:21][C:20]2=[O:31])[CH3:14]. (3) The reactants are: [OH:1][C:2]1[CH:7]=[CH:6][C:5]([N:8]2[CH2:13][CH2:12][C:11]3[CH:14]=[C:15]([C:17]4[CH:22]=[CH:21][C:20]([O:23][CH3:24])=[CH:19][CH:18]=4)[S:16][C:10]=3[C:9]2=[O:25])=[CH:4][C:3]=1[O:26][CH3:27].Cl.[Cl:29][CH2:30][CH2:31][N:32]1[CH2:37][CH2:36][O:35][CH2:34][CH2:33]1.[H-].[Na+].Cl.CCOC(C)=O. Given the product [ClH:29].[CH3:27][O:26][C:3]1[CH:4]=[C:5]([N:8]2[CH2:13][CH2:12][C:11]3[CH:14]=[C:15]([C:17]4[CH:22]=[CH:21][C:20]([O:23][CH3:24])=[CH:19][CH:18]=4)[S:16][C:10]=3[C:9]2=[O:25])[CH:6]=[CH:7][C:2]=1[O:1][CH2:30][CH2:31][N:32]1[CH2:37][CH2:36][O:35][CH2:34][CH2:33]1, predict the reactants needed to synthesize it. (4) Given the product [F:1][C:2]1[CH:7]=[CH:6][C:5]([C:8]2[S:12][C:11]3[CH:13]=[C:14]([OH:17])[CH:15]=[CH:16][C:10]=3[C:9]=2[O:19][C:20]2[CH:21]=[CH:22][C:23](/[CH:26]=[CH:27]/[C:28]([NH:30][OH:31])=[O:29])=[CH:24][CH:25]=2)=[C:4]([CH3:38])[CH:3]=1, predict the reactants needed to synthesize it. The reactants are: [F:1][C:2]1[CH:7]=[CH:6][C:5]([C:8]2[S:12][C:11]3[CH:13]=[C:14]([O:17]C)[CH:15]=[CH:16][C:10]=3[C:9]=2[O:19][C:20]2[CH:25]=[CH:24][C:23](/[CH:26]=[CH:27]/[C:28]([NH:30][O:31]C3CCCCO3)=[O:29])=[CH:22][CH:21]=2)=[C:4]([CH3:38])[CH:3]=1.B(Br)(Br)Br. (5) Given the product [NH2:7][C@H:8]1[CH2:13][C@@H:12]([C:14]2[CH:19]=[CH:18][CH:17]=[CH:16][C:15]=2[CH3:20])[C@@H:11]([CH3:21])[N:10]([CH2:22][C:23]([F:24])([F:25])[F:26])[C:9]1=[O:27], predict the reactants needed to synthesize it. The reactants are: C(OC(=O)[NH:7][C@H:8]1[CH2:13][C@@H:12]([C:14]2[CH:19]=[CH:18][CH:17]=[CH:16][C:15]=2[CH3:20])[C@@H:11]([CH3:21])[N:10]([CH2:22][C:23]([F:26])([F:25])[F:24])[C:9]1=[O:27])(C)(C)C. (6) Given the product [CH3:32][C:33]1([CH3:35])[CH2:34][N:39]([C:40]2[CH:45]=[CH:44][C:43]([O:46][C:47]([F:50])([F:49])[F:48])=[CH:42][CH:41]=2)[C:37](=[O:38])[NH:36]1, predict the reactants needed to synthesize it. The reactants are: CC1(C)CCN(C2C=CC(SC(F)(F)F)=CC=2)C(=O)N1CC1C2C(=NC=CC=2)NC=1.O[CH2:32][C:33]([NH:36][C:37]([NH:39][C:40]1[CH:45]=[CH:44][C:43]([O:46][C:47]([F:50])([F:49])[F:48])=[CH:42][CH:41]=1)=[O:38])([CH3:35])[CH3:34].